Dataset: Full USPTO retrosynthesis dataset with 1.9M reactions from patents (1976-2016). Task: Predict the reactants needed to synthesize the given product. (1) Given the product [F:29][C:26]1[CH:27]=[CH:28][C:23]([C:22]2[C:13]([CH2:12][O:11][C:9](=[O:10])[C:8]3[CH:7]=[CH:6][C:5]([OH:4])=[CH:36][CH:35]=3)=[C:14]3[C:19](=[CH:20][CH:21]=2)[NH:18][C:17]([CH3:32])([CH3:33])[CH:16]=[C:15]3[CH3:34])=[C:24]([O:30][CH3:31])[CH:25]=1, predict the reactants needed to synthesize it. The reactants are: C([O:4][C:5]1[CH:36]=[CH:35][C:8]([C:9]([O:11][CH2:12][C:13]2[C:22]([C:23]3[CH:28]=[CH:27][C:26]([F:29])=[CH:25][C:24]=3[O:30][CH3:31])=[CH:21][CH:20]=[C:19]3[C:14]=2[C:15]([CH3:34])=[CH:16][C:17]([CH3:33])([CH3:32])[NH:18]3)=[O:10])=[CH:7][CH:6]=1)(=O)C.C(=O)([O-])[O-].[K+].[K+]. (2) Given the product [C:1]([N:5]([C:18]([C:20]1[CH:21]=[CH:22][C:23]2[CH:29]=[N:38][N:37]([C:31]3[CH:36]=[CH:35][CH:34]=[CH:33][CH:32]=3)[B:26]([OH:28])[C:24]=2[CH:25]=1)=[O:19])[NH:6][C:7](=[O:17])[C:8]1[CH:13]=[CH:12][CH:11]=[C:10]([O:14][CH3:15])[C:9]=1[CH3:16])([CH3:3])([CH3:4])[CH3:2], predict the reactants needed to synthesize it. The reactants are: [C:1]([N:5]([C:18]([C:20]1[CH:21]=[CH:22][C:23]([CH:29]=O)=[C:24]([B:26]([OH:28])O)[CH:25]=1)=[O:19])[NH:6][C:7](=[O:17])[C:8]1[CH:13]=[CH:12][CH:11]=[C:10]([O:14][CH3:15])[C:9]=1[CH3:16])([CH3:4])([CH3:3])[CH3:2].[C:31]1([NH:37][NH2:38])[CH:36]=[CH:35][CH:34]=[CH:33][CH:32]=1. (3) Given the product [CH2:8]([NH:10][CH2:2][C:3]1[S:7][N:6]=[CH:5][CH:4]=1)[CH3:9], predict the reactants needed to synthesize it. The reactants are: Cl[CH2:2][C:3]1[S:7][N:6]=[CH:5][CH:4]=1.[CH2:8]([NH2:10])[CH3:9]. (4) Given the product [NH2:34][C:5]1([CH2:4][CH2:3][C:2]([CH3:39])([CH3:38])[CH3:1])[C:14]2[C:9](=[CH:10][CH:11]=[CH:12][CH:13]=2)[C:8]([OH:15])=[C:7]([C:16]2[NH:21][C:20]3[CH:22]=[CH:23][C:24]([NH:26][S:27]([CH3:30])(=[O:29])=[O:28])=[CH:25][C:19]=3[S:18](=[O:32])(=[O:31])[N:17]=2)[C:6]1=[O:33], predict the reactants needed to synthesize it. The reactants are: [CH3:1][C:2]([CH3:39])([CH3:38])[CH2:3][CH2:4][C:5]1([NH:34]C(=O)C)[C:14]2[C:9](=[CH:10][CH:11]=[CH:12][CH:13]=2)[C:8]([OH:15])=[C:7]([C:16]2[NH:21][C:20]3[CH:22]=[CH:23][C:24]([NH:26][S:27]([CH3:30])(=[O:29])=[O:28])=[CH:25][C:19]=3[S:18](=[O:32])(=[O:31])[N:17]=2)[C:6]1=[O:33].Cl. (5) The reactants are: [Cl:1][C:2]1[CH:3]=[CH:4][C:5]([CH2:8][O:9][C:10]2[CH:15]=[CH:14][N:13]([C:16]3[CH:17]=[N:18][C:19](F)=[CH:20][CH:21]=3)[C:12](=[O:23])[CH:11]=2)=[N:6][CH:7]=1.[CH3:24][NH:25][C@@H:26]1[CH2:30][CH2:29][NH:28][CH2:27]1.C([O-])([O-])=O.[K+].[K+]. Given the product [Cl:1][C:2]1[CH:3]=[CH:4][C:5]([CH2:8][O:9][C:10]2[CH:15]=[CH:14][N:13]([C:16]3[CH:17]=[N:18][C:19]([N:28]4[CH2:29][CH2:30][C@@H:26]([NH:25][CH3:24])[CH2:27]4)=[CH:20][CH:21]=3)[C:12](=[O:23])[CH:11]=2)=[N:6][CH:7]=1, predict the reactants needed to synthesize it. (6) Given the product [CH2:11]([C:10]1[C:4]2[N:3]3[CH:31]=[CH:32][N:1]=[C:2]3[CH:7]=[N:6][C:5]=2[N:8]([CH2:22][O:23][CH2:24][CH2:25][Si:26]([CH3:29])([CH3:27])[CH3:28])[C:9]=1[C:13]1[CH:14]=[CH:15][C:16]([C:19](=[O:21])[CH3:20])=[CH:17][CH:18]=1)[CH3:12], predict the reactants needed to synthesize it. The reactants are: [NH2:1][C:2]1[N:3]=[C:4]2[C:10]([CH2:11][CH3:12])=[C:9]([C:13]3[CH:18]=[CH:17][C:16]([C:19](=[O:21])[CH3:20])=[CH:15][CH:14]=3)[N:8]([CH2:22][O:23][CH2:24][CH2:25][Si:26]([CH3:29])([CH3:28])[CH3:27])[C:5]2=[N:6][CH:7]=1.Cl[CH2:31][CH:32]=O. (7) Given the product [Br:1][C:2]1[CH:3]=[C:4]([O:20][C:21]2[CH:26]=[CH:25][CH:24]=[CH:23][CH:22]=2)[C:5]([NH:8][C:9]2[S:10][CH:11]=[C:12]([CH2:14][CH2:15][C:16]([OH:18])=[O:17])[N:13]=2)=[N:6][CH:7]=1, predict the reactants needed to synthesize it. The reactants are: [Br:1][C:2]1[CH:3]=[C:4]([O:20][C:21]2[CH:26]=[CH:25][CH:24]=[CH:23][CH:22]=2)[C:5]([NH:8][C:9]2[S:10][CH:11]=[C:12]([CH2:14][CH2:15][C:16]([O:18]C)=[O:17])[N:13]=2)=[N:6][CH:7]=1.O.[OH-].[Na+]. (8) Given the product [C:41]([NH:1][CH2:2][CH2:3][N:4]1[C:13]2[C:8](=[N:9][CH:10]=[C:11]([CH2:14][C:15]3[CH:16]=[CH:17][C:18]([F:21])=[CH:19][CH:20]=3)[CH:12]=2)[C:7]([OH:22])=[C:6]([C:23]([NH:25][CH2:26][CH2:27][O:28][CH2:29][CH3:30])=[O:24])[C:5]1=[O:31])(=[O:43])[CH3:42], predict the reactants needed to synthesize it. The reactants are: [NH2:1][CH2:2][CH2:3][N:4]1[C:13]2[C:8](=[N:9][CH:10]=[C:11]([CH2:14][C:15]3[CH:20]=[CH:19][C:18]([F:21])=[CH:17][CH:16]=3)[CH:12]=2)[C:7]([OH:22])=[C:6]([C:23]([NH:25][CH2:26][CH2:27][O:28][CH2:29][CH3:30])=[O:24])[C:5]1=[O:31].C(N(C(C)C)CC)(C)C.[C:41](OC(=O)C)(=[O:43])[CH3:42].O. (9) Given the product [CH3:13][N:12]([CH3:14])[CH:11]=[CH:17][C:4](=[O:5])[CH:3]([O:7][CH3:8])[O:2][CH3:1], predict the reactants needed to synthesize it. The reactants are: [CH3:1][O:2][C:3]([O:7][CH3:8])(C)[CH:4]=[O:5].CO[CH:11](OC)[N:12]([CH3:14])[CH3:13].[CH3:17]O.